Dataset: Forward reaction prediction with 1.9M reactions from USPTO patents (1976-2016). Task: Predict the product of the given reaction. (1) Given the reactants Cl[C:2]1[C:11]([Cl:12])=[N:10][C:9]2[C:4](=[CH:5][CH:6]=[CH:7][CH:8]=2)[N:3]=1.[CH2:13]([CH:20]1[CH2:25][CH2:24][NH:23][CH2:22][CH2:21]1)[C:14]1[CH:19]=[CH:18][CH:17]=[CH:16][CH:15]=1, predict the reaction product. The product is: [CH2:13]([CH:20]1[CH2:25][CH2:24][N:23]([C:2]2[C:11]([Cl:12])=[N:10][C:9]3[C:4](=[CH:5][CH:6]=[CH:7][CH:8]=3)[N:3]=2)[CH2:22][CH2:21]1)[C:14]1[CH:19]=[CH:18][CH:17]=[CH:16][CH:15]=1. (2) The product is: [Cl:28][C:25]1[CH:26]=[CH:27][C:22]([O:21][CH2:20][C@H:9]([OH:8])[CH2:10][NH:11][CH3:12])=[CH:23][C:24]=1[C:29]1[N:34]=[C:33]([C:35]2[C:36]([CH3:41])=[N:37][O:38][C:39]=2[CH3:40])[C:32]([CH3:42])=[C:31]([N:43]2[CH2:51][C:50]3[C:45](=[N:46][CH:47]=[C:48]([F:52])[CH:49]=3)[CH2:44]2)[N:30]=1. Given the reactants [Si]([O:8][C@@H:9]([CH2:20][O:21][C:22]1[CH:27]=[CH:26][C:25]([Cl:28])=[C:24]([C:29]2[N:34]=[C:33]([C:35]3[C:36]([CH3:41])=[N:37][O:38][C:39]=3[CH3:40])[C:32]([CH3:42])=[C:31]([N:43]3[CH2:51][C:50]4[C:45](=[N:46][CH:47]=[C:48]([F:52])[CH:49]=4)[CH2:44]3)[N:30]=2)[CH:23]=1)[CH2:10][N:11](C)[C:12](=O)OC(C)(C)C)(C(C)(C)C)(C)C, predict the reaction product. (3) Given the reactants [CH3:1][N:2]([CH3:20])[C:3]1[CH:8]=[CH:7][C:6]([C:9]2[CH:10]=[N:11][C:12]3[C:17]([N:18]=2)=[CH:16][C:15]([OH:19])=[CH:14][CH:13]=3)=[CH:5][CH:4]=1.C(=O)([O-])[O-].[K+].[K+].[F:27][CH2:28][CH2:29]OS(C1C=CC(C)=CC=1)(=O)=O, predict the reaction product. The product is: [F:27][CH2:28][CH2:29][O:19][C:15]1[CH:16]=[C:17]2[C:12]([N:11]=[CH:10][C:9]([C:6]3[CH:5]=[CH:4][C:3]([N:2]([CH3:20])[CH3:1])=[CH:8][CH:7]=3)=[N:18]2)=[CH:13][CH:14]=1.